From a dataset of Reaction yield outcomes from USPTO patents with 853,638 reactions. Predict the reaction yield, written as a fraction of the theoretical maximum amount of product (1.0 means a 100% yield; for example, 0.34 means a 34% yield). (1) The reactants are C(OC([NH:11][C:12]1[C:17]([O:18][CH3:19])=[CH:16][C:15]([C:20]2[CH:21]=[CH:22][C:23]([N:26]3[CH2:32][CH2:31][CH2:30][N:29]([C:33]4[CH:38]=[CH:37][C:36]([C:39]5[CH:44]=[C:43]([O:45][CH3:46])[C:42]([NH:47]C(OCC6C=CC=CC=6)=O)=[C:41]([O:58][CH3:59])[CH:40]=5)=[CH:35][N:34]=4)[CH2:28][CH2:27]3)=[N:24][CH:25]=2)=[CH:14][C:13]=1[O:60][CH3:61])=O)C1C=CC=CC=1.[ClH:62].C(OCC)(=O)C.C(O)C. The catalyst is C(O)(=O)C.[Pd].C(Cl)(Cl)Cl. The product is [ClH:62].[ClH:62].[ClH:62].[ClH:62].[NH2:11][C:12]1[C:17]([O:18][CH3:19])=[CH:16][C:15]([C:20]2[CH:21]=[CH:22][C:23]([N:26]3[CH2:32][CH2:31][CH2:30][N:29]([C:33]4[CH:38]=[CH:37][C:36]([C:39]5[CH:44]=[C:43]([O:45][CH3:46])[C:42]([NH2:47])=[C:41]([O:58][CH3:59])[CH:40]=5)=[CH:35][N:34]=4)[CH2:28][CH2:27]3)=[N:24][CH:25]=2)=[CH:14][C:13]=1[O:60][CH3:61]. The yield is 0.820. (2) The reactants are [Cl:1][C:2]1[CH:3]=[C:4]([CH:7]=[CH:8][C:9]=1Cl)[C:5]#[N:6].[F-:11].[K+]. The catalyst is CS(C)=O. The product is [Cl:1][C:2]1[CH:3]=[C:4]([CH:7]=[CH:8][C:9]=1[F:11])[C:5]#[N:6]. The yield is 0.920. (3) The reactants are C[O:2][C:3]1[CH:8]=[CH:7][C:6]([NH:9][C:10](=[O:12])[CH3:11])=[CH:5][C:4]=1[C:13]1[N:14]([CH3:18])[N:15]=[CH:16][CH:17]=1.[Cl-].[Al+3].[Cl-].[Cl-].C(OCC)(=O)C. The catalyst is ClCCCl. The product is [OH:2][C:3]1[CH:8]=[CH:7][C:6]([NH:9][C:10](=[O:12])[CH3:11])=[CH:5][C:4]=1[C:13]1[N:14]([CH3:18])[N:15]=[CH:16][CH:17]=1. The yield is 0.700. (4) The reactants are [CH3:1][S:2]([NH2:5])(=[O:4])=[O:3].[H-].[Na+].F[C:9]1[CH:14]=[C:13]([F:15])[CH:12]=[CH:11][C:10]=1[N+:16]([O-:18])=[O:17].Cl. The catalyst is CN(C=O)C.[Cl-].[Na+].O. The product is [F:15][C:13]1[CH:12]=[CH:11][C:10]([N+:16]([O-:18])=[O:17])=[C:9]([NH:5][S:2]([CH3:1])(=[O:4])=[O:3])[CH:14]=1. The yield is 0.220.